From a dataset of Full USPTO retrosynthesis dataset with 1.9M reactions from patents (1976-2016). Predict the reactants needed to synthesize the given product. (1) Given the product [CH2:1]([O:3][C:4](=[O:15])[C:5]([C:6]([C:8]1[C:13]([F:14])=[CH:12][CH:11]=[CH:10][N:9]=1)=[O:7])=[CH:16][N:17]([CH3:20])[CH3:18])[CH3:2], predict the reactants needed to synthesize it. The reactants are: [CH2:1]([O:3][C:4](=[O:15])[CH2:5][C:6]([C:8]1[C:13]([F:14])=[CH:12][CH:11]=[CH:10][N:9]=1)=[O:7])[CH3:2].[CH3:16][N:17]([CH3:20])[CH:18]=O. (2) Given the product [Cl:11][C:12]1[CH:18]=[CH:17][C:15]([NH:16][C:2]2[C:7]([N+:8]([O-:10])=[O:9])=[CH:6][CH:5]=[CH:4][N:3]=2)=[CH:14][CH:13]=1, predict the reactants needed to synthesize it. The reactants are: Cl[C:2]1[C:7]([N+:8]([O-:10])=[O:9])=[CH:6][CH:5]=[CH:4][N:3]=1.[Cl:11][C:12]1[CH:18]=[CH:17][C:15]([NH2:16])=[CH:14][CH:13]=1.C(=O)([O-])[O-].[K+].[K+]. (3) Given the product [CH3:59][O:1][CH:2]1[CH:7]([C:8]2[CH:13]=[CH:12][C:11]([O:14][CH2:15][CH2:16][CH2:17][O:18][CH2:19][C:20]3[CH:25]=[CH:24][CH:23]=[CH:22][C:21]=3[O:26][CH3:27])=[CH:10][CH:9]=2)[CH:6]([O:28][CH2:29][C:30]2[CH:31]=[CH:32][C:33]3[O:38][CH2:37][CH2:36][N:35]([CH2:39][CH2:40][CH2:41][O:42][CH3:43])[C:34]=3[CH:44]=2)[CH2:5][N:4]([C:45]([O:47][CH2:48][C:49]2[CH:50]=[CH:51][CH:52]=[CH:53][CH:54]=2)=[O:46])[CH2:3]1, predict the reactants needed to synthesize it. The reactants are: [OH:1][CH:2]1[CH:7]([C:8]2[CH:13]=[CH:12][C:11]([O:14][CH2:15][CH2:16][CH2:17][O:18][CH2:19][C:20]3[CH:25]=[CH:24][CH:23]=[CH:22][C:21]=3[O:26][CH3:27])=[CH:10][CH:9]=2)[CH:6]([O:28][CH2:29][C:30]2[CH:31]=[CH:32][C:33]3[O:38][CH2:37][CH2:36][N:35]([CH2:39][CH2:40][CH2:41][O:42][CH3:43])[C:34]=3[CH:44]=2)[CH2:5][N:4]([C:45]([O:47][CH2:48][C:49]2[CH:54]=[CH:53][CH:52]=[CH:51][CH:50]=2)=[O:46])[CH2:3]1.CI.[H-].[Na+].[C:59](=O)([O-])O.[Na+]. (4) The reactants are: C(OC([N:8]1[C:16]2[C:11](=[CH:12][CH:13]=[C:14]([F:17])[CH:15]=2)[C:10]([C:18]2[CH:23]=[CH:22][C:21]([S:24]([N:27]3[CH2:32][CH2:31][N:30](C(OC(C)(C)C)=O)[CH:29]([CH2:40][OH:41])[CH2:28]3)(=[O:26])=[O:25])=[CH:20][CH:19]=2)=[CH:9]1)=O)(C)(C)C.C(O)(C(F)(F)F)=O.CCOC(C)=O. Given the product [F:17][C:14]1[CH:15]=[C:16]2[C:11]([C:10]([C:18]3[CH:19]=[CH:20][C:21]([S:24]([N:27]4[CH2:32][CH2:31][NH:30][CH:29]([CH2:40][OH:41])[CH2:28]4)(=[O:26])=[O:25])=[CH:22][CH:23]=3)=[CH:9][NH:8]2)=[CH:12][CH:13]=1, predict the reactants needed to synthesize it. (5) Given the product [Br:1][C:2]1[CH:7]=[CH:6][C:5]([F:8])=[CH:4][C:3]=1[CH2:9][O:10][CH:28]([O:30][CH2:31][CH3:32])[CH3:29], predict the reactants needed to synthesize it. The reactants are: [Br:1][C:2]1[CH:7]=[CH:6][C:5]([F:8])=[CH:4][C:3]=1[CH2:9][OH:10].CC1C=CC(S([O-])(=O)=O)=CC=1.C1C=C[NH+]=CC=1.[CH:28]([O:30][CH2:31][CH3:32])=[CH2:29].C(=O)(O)[O-].[Na+]. (6) The reactants are: [CH3:1][C:2]1[CH:11]=[CH:10][C:9]2[C:4](=[C:5]([OH:12])[CH:6]=[CH:7][CH:8]=2)[N:3]=1.C1C=CC(P(C2C=CC=CC=2)C2C=CC=CC=2)=CC=1.[CH3:32][O:33][CH2:34][CH:35](O)[CH2:36][O:37][CH3:38].CC(OC(/N=N/C(OC(C)C)=O)=O)C.Cl. Given the product [CH3:32][O:33][CH2:34][CH:35]([O:12][C:5]1[CH:6]=[CH:7][CH:8]=[C:9]2[C:4]=1[N:3]=[C:2]([CH3:1])[CH:11]=[CH:10]2)[CH2:36][O:37][CH3:38], predict the reactants needed to synthesize it. (7) Given the product [F:1][C:2]1[CH:3]=[C:4]([C@H:9]([CH:13]2[CH2:14][NH:15][CH2:16]2)[CH:10]([CH3:12])[CH3:11])[CH:5]=[C:6]([F:8])[CH:7]=1, predict the reactants needed to synthesize it. The reactants are: [F:1][C:2]1[CH:3]=[C:4]([C@H:9]([CH:13]2[CH2:16][N:15](C(C3C=CC=CC=3)C3C=CC=CC=3)[CH2:14]2)[C:10]([CH3:12])=[CH2:11])[CH:5]=[C:6]([F:8])[CH:7]=1.